Dataset: Reaction yield outcomes from USPTO patents with 853,638 reactions. Task: Predict the reaction yield, written as a fraction of the theoretical maximum amount of product (1.0 means a 100% yield; for example, 0.34 means a 34% yield). The reactants are [ClH:1].Cl.C1([C:9]2[O:13][C:12]([CH:14]=[C:15]3[CH2:20][CH2:19][CH2:18][N:17]=[C:16]3[C:21]3[CH:22]=[N:23][CH:24]=[CH:25][CH:26]=3)=[CH:11][CH:10]=2)C=CC=CC=1.[F:27][C:28]1[C:29]([C:35]([F:38])([F:37])[F:36])=[C:30](Br)[CH:31]=[CH:32][CH:33]=1.C([O-])([O-])=O.[Na+].[Na+].Cl. The catalyst is C1C=CC([P]([Pd]([P](C2C=CC=CC=2)(C2C=CC=CC=2)C2C=CC=CC=2)([P](C2C=CC=CC=2)(C2C=CC=CC=2)C2C=CC=CC=2)[P](C2C=CC=CC=2)(C2C=CC=CC=2)C2C=CC=CC=2)(C2C=CC=CC=2)C2C=CC=CC=2)=CC=1.O1CCOCC1.C1(C)C=CC=CC=1. The product is [ClH:1].[ClH:1].[F:27][C:28]1[C:29]([C:35]([F:38])([F:37])[F:36])=[C:30]([C:9]2[O:13][C:12]([CH:14]=[C:15]3[CH2:20][CH2:19][CH2:18][N:17]=[C:16]3[C:21]3[CH:22]=[N:23][CH:24]=[CH:25][CH:26]=3)=[CH:11][CH:10]=2)[CH:31]=[CH:32][CH:33]=1. The yield is 0.0900.